From a dataset of Catalyst prediction with 721,799 reactions and 888 catalyst types from USPTO. Predict which catalyst facilitates the given reaction. (1) Reactant: [Cl:1][C:2]1[CH:11]=[C:10]2[C:5]([CH:6]=[C:7]([C:12]([O:14]C)=[O:13])[N:8]=[CH:9]2)=[CH:4][CH:3]=1. Product: [ClH:1].[Cl:1][C:2]1[CH:11]=[C:10]2[C:5]([CH:6]=[C:7]([C:12]([OH:14])=[O:13])[N:8]=[CH:9]2)=[CH:4][CH:3]=1. The catalyst class is: 33. (2) Reactant: [Cl:1][C:2]1[CH:7]=[CH:6][C:5]([C:8]#[C:9][CH2:10][O:11][C:12]2[CH:17]=[CH:16][C:15]([S:18]([N:21]([CH2:23][C:24]([O:26]C(C)(C)C)=[O:25])[CH3:22])(=[O:20])=[O:19])=[CH:14][CH:13]=2)=[CH:4][CH:3]=1.[Li+].[OH-]. Product: [Cl:1][C:2]1[CH:7]=[CH:6][C:5]([C:8]#[C:9][CH2:10][O:11][C:12]2[CH:17]=[CH:16][C:15]([S:18]([N:21]([CH2:23][C:24]([OH:26])=[O:25])[CH3:22])(=[O:20])=[O:19])=[CH:14][CH:13]=2)=[CH:4][CH:3]=1. The catalyst class is: 92.